This data is from Drug-target binding data from BindingDB using IC50 measurements. The task is: Regression. Given a target protein amino acid sequence and a drug SMILES string, predict the binding affinity score between them. We predict pIC50 (pIC50 = -log10(IC50 in M); higher means more potent). Dataset: bindingdb_ic50. (1) The drug is CC[C@H](C)[C@H](NC(=O)[C@@H](NC(=O)[C@H](CC(=O)O)NC(=O)[C@H](CCC(N)=O)NC(=O)[C@H](Cc1cnc[nH]1)NC(=O)[C@H](C)NC(=O)[C@H](Cc1ccccc1)NC(=O)[C@H](Cc1ccc(O)cc1)NC(=O)[C@H](CC(C)C)NC(=O)[C@H](Cc1c[nH]c2ccccc12)NC(=O)[C@H]1CC(=O)NCC(=O)N[C@H](CC(N)=O)C(=O)N[C@@H](Cc2c[nH]c3ccccc23)C(=O)N[C@H](Cc2cnc[nH]2)C(=O)NCC(=O)N[C@H]([C@@H](C)O)C(=O)N[C@@H](C)C(=O)N2CCC[C@@H]2C(=O)N1)C(C)C)C(=O)N[C@@H](Cc1c[nH]c2ccccc12)C(=O)O. The target protein (P21450) has sequence METFWLRLSFWVALVGGVISDNPESYSTNLSIHVDSVATFHGTELSFVVTTHQPTNLALPSNGSMHNYCPQQTKITSAFKYINTVISCTIFIVGMVGNATLLRIIYQNKCMRNGPNALIASLALGDLIYVVIDLPINVFKLLAGRWPFEQNDFGVFLCKLFPFLQKSSVGITVLNLCALSVDRYRAVASWSRVQGIGIPLVTAIEIVSIWILSFILAIPEAIGFVMVPFEYKGAQHRTCMLNATSKFMEFYQDVKDWWLFGFYFCMPLVCTAIFYTLMTCEMLNRRNGSLRIALSEHLKQRREVAKTVFCLVVIFALCWFPLHLSRILKKTVYDEMDTNRCELLSFLLLMDYIGINLATMNSCINPIALYFVSKKFKNCFQSCLCCCCYQSKSLMTSVPMNGTSIQWKNHEQNNHNTERSSHKDSIN. The pIC50 is 7.0. (2) The small molecule is C[C@@H](O)[C@H]1NC(=O)[C@H](CCCCN)NC(=O)[C@@H](Cc2c[nH]c3ccccc23)NC(=O)[C@H](Cc2ccccc2)NC(=O)[C@@H](N)CSC[C@H](C(=O)O)NC1=O. The target protein (P30935) has sequence MATVTYPSSEPTTLDPGNASSTWPLDTTLGNTSAGASLTGLAVSGILISLVYLVVCVVGLLGNSLVIYVVLRHTSSPSVTSVYILNLALADELFMLGLPFLAAQNALSYWPFGSLMCRLVMAVDGINQFTSIFCLTVMSVDRYLAVVHPTRSARWRTAPVARTVSAAVWVASAVVVLPVVVFSGVPRGMSTCHMQWPEPAAAWRTAFIIYTAALGFFGPLLVICLCYLLIVVKVRSTTRRVRAPSCQWVQAPACQRRRRSERRVTRMVVAVVALFVLCWMPFYLLNIVNVVCPLPEEPAFFGLYFLVVALPYANSCANPILYGFLSYRFKQGFRRILLRPSRRIRSQEPGSGPPEKTEEEEDEEEEERREEEERRMQRGQEMNGRLSQIAQAGTSGQQPRPCTGTAKEQQLLPQEATAGDKASTLSHL. The pIC50 is 6.0. (3) The compound is C/C=C(\C)CC(=C/C(=O)O)/C=C(C)/C=C1\CCCC(CC)=C1C(C)C. The target protein (P28700) has sequence MDTKHFLPLDFSTQVNSSSLNSPTGRGSMAVPSLHPSLGPGIGSPLGSPGQLHSPISTLSSPINGMGPPFSVISSPMGPHSMSVPTTPTLGFGTGSPQLNSPMNPVSSTEDIKPPLGLNGVLKVPAHPSGNMASFTKHICAICGDRSSGKHYGVYSCEGCKGFFKRTVRKDLTYTCRDNKDCLIDKRQRNRCQYCRYQKCLAMGMKREAVQEERQRGKDRNENEVESTSSANEDMPVEKILEAELAVEPKTETYVEANMGLNPSSPNDPVTNICQAADKQLFTLVEWAKRIPHFSELPLDDQVILLRAGWNELLIASFSHRSIAVKDGILLATGLHVHRNSAHSAGVGAIFDRVLTELVSKMRDMQMDKTELGCLRAIVLFNPDSKGLSNPAEVEALREKVYASLEAYCKHKYPEQPGRFAKLLLRLPALRSIGLKCLEHLFFFKLIGDTPIDTFLMEMLEAPHQAT. The pIC50 is 5.8. (4) The compound is C[C@H](c1ccccc1)N(Cc1nc2c(c(=O)[nH]1)COCC2)S(=O)(=O)Cc1ccccc1. The target protein sequence is SPDDKEFQSVEEEMQSTVREHRDGGHAGGIFNRYNILKIQKVCNKKLWERYTHRRKEVSEENHNHANERMLFHGSPFVNAIIHKGFDERHAYIGGMFGAGIYFAENSSKSNQYVYGIGGGTGCPVHKDRSCYICHRQLLFCRVTLGKSFLQFSAMKMAHSPPGHHSVTGRPSVNGLALAEYVIYRGEQAYPEYLITYQIMRPEGMV. The pIC50 is 5.7. (5) The drug is CC(C)(C)NCCCNC(=O)c1cccc(C(F)(F)F)c1. The target protein (Q9BUL5) has sequence MLEAMAEPSPEDPPPTLKPETQPPEKRRRTIEDFNKFCSFVLAYAGYIPPSKEESDWPASGSSSPLRGESAADSDGWDSAPSDLRTIQTFVKKAKSSKRRAAQAGPTQPGPPRSTFSRLQAPDSATLLEKMKLKDSLFDLDGPKVASPLSPTSLTHTSRPPAALTPVPLSQGDLSHPPRKKDRKNRKLGPGAGAGFGVLRRPRPTPGDGEKRSRIKKSKKRKLKKAERGDRLPPPGPPQAPPSDTDSEEEEEEEEEEEEEEMATVVGGEAPVPVLPTPPEAPRPPATVHPEGVPPADSESKEVGSTETSQDGDASSSEGEMRVMDEDIMVESGDDSWDLITCYCRKPFAGRPMIECSLCGTWIHLSCAKIKKTNVPDFFYCQKCKELRPEARRLGGPPKSGEP. The pIC50 is 4.0. (6) The target protein (P11387) has sequence MSGDHLHNDSQIEADFRLNDSHKHKDKHKDREHRHKEHKKEKDREKSKHSNSEHKDSEKKHKEKEKTKHKDGSSEKHKDKHKDRDKEKRKEEKVRASGDAKIKKEKENGFSSPPQIKDEPEDDGYFVPPKEDIKPLKRPRDEDDADYKPKKIKTEDTKKEKKRKLEEEEDGKLKKPKNKDKDKKVPEPDNKKKKPKKEEEQKWKWWEEERYPEGIKWKFLEHKGPVFAPPYEPLPENVKFYYDGKVMKLSPKAEEVATFFAKMLDHEYTTKEIFRKNFFKDWRKEMTNEEKNIITNLSKCDFTQMSQYFKAQTEARKQMSKEEKLKIKEENEKLLKEYGFCIMDNHKERIANFKIEPPGLFRGRGNHPKMGMLKRRIMPEDIIINCSKDAKVPSPPPGHKWKEVRHDNKVTWLVSWTENIQGSIKYIMLNPSSRIKGEKDWQKYETARRLKKCVDKIRNQYREDWKSKEMKVRQRAVALYFIDKLALRAGNEKEEGETAD.... The pIC50 is 3.0. The small molecule is O=C1Oc2ccc(O)cc2/C1=C\c1ccccc1. (7) The small molecule is COc1cc(C(F)(F)F)ccc1COCC(O)CN1CCC(C(=O)Nc2ccccc2)CC1. The target protein sequence is QKKKFGGQDIFMTEEQKKYYNAMKKLGSKKPQKPIPRPGNKFQGMVFDFVTRQVFDISIMILICLNMVTMMVETDDQSDYVTSILSRINLVFIVLFTGECVLKLISLRHYYFTIGWNIFDFVVVILSIVGMFLAELIEKYFVSPTLFRVIRLARIGRILRLIKGAKGIRTLLFALMMSLPALFNIGLLLFLVMFIYAIFGMSNFAYVKREVGIDDMFNFE. The pIC50 is 5.6.